The task is: Predict which catalyst facilitates the given reaction.. This data is from Catalyst prediction with 721,799 reactions and 888 catalyst types from USPTO. (1) The catalyst class is: 5. Product: [Cl:1][C:2]1[C:6]([Cl:7])=[C:5]([CH3:8])[NH:4][C:3]=1[C:9]([NH:11][CH:12]1[CH2:13][CH2:14][N:15]([C:18]2[N:23]=[C:22]([N:24]3[CH2:25][CH2:26][O:27][CH2:28][CH2:29]3)[N:21]=[C:20]([C:30]([OH:32])=[O:31])[CH:19]=2)[CH2:16][CH2:17]1)=[O:10]. Reactant: [Cl:1][C:2]1[C:6]([Cl:7])=[C:5]([CH3:8])[NH:4][C:3]=1[C:9]([NH:11][CH:12]1[CH2:17][CH2:16][N:15]([C:18]2[N:23]=[C:22]([N:24]3[CH2:29][CH2:28][O:27][CH2:26][CH2:25]3)[N:21]=[C:20]([C:30]([O:32]C)=[O:31])[CH:19]=2)[CH2:14][CH2:13]1)=[O:10].[OH-].[Li+].Cl. (2) Reactant: C([O:8][N:9]([C:13]1([CH2:42][CH2:43][CH:44]([CH3:46])[CH3:45])[C:22]2[C:17](=[CH:18][CH:19]=[CH:20][CH:21]=2)[C:16]([OH:23])=[C:15]([C:24]2[NH:29][C:28]3[CH:30]=[CH:31][C:32]([NH:34][S:35]([CH3:38])(=[O:37])=[O:36])=[CH:33][C:27]=3[S:26](=[O:40])(=[O:39])[N:25]=2)[C:14]1=[O:41])[C:10](=[O:12])[CH3:11])C1C=CC=CC=1. Product: [OH:8][N:9]([C:13]1([CH2:42][CH2:43][CH:44]([CH3:46])[CH3:45])[C:22]2[C:17](=[CH:18][CH:19]=[CH:20][CH:21]=2)[C:16]([OH:23])=[C:15]([C:24]2[NH:29][C:28]3[CH:30]=[CH:31][C:32]([NH:34][S:35]([CH3:38])(=[O:37])=[O:36])=[CH:33][C:27]=3[S:26](=[O:40])(=[O:39])[N:25]=2)[C:14]1=[O:41])[C:10](=[O:12])[CH3:11]. The catalyst class is: 19. (3) Reactant: [Br:1][C:2]1[CH:7]=[CH:6][CH:5]=[CH:4][CH:3]=1.[CH:8]12[CH2:13][CH:12]1[C:11](=[O:14])[O:10][C:9]2=[O:15].Cl. Product: [Br:1][C:2]1[CH:7]=[CH:6][C:5]([C:11]([C@H:12]2[CH2:13][C@H:8]2[C:9]([OH:15])=[O:10])=[O:14])=[CH:4][CH:3]=1. The catalyst class is: 2. (4) Reactant: [OH-:1].[K+].[Cl:3][C:4]1[C:9]([Cl:10])=[CH:8][CH:7]=[CH:6][C:5]=1[CH2:11][N:12]1[C:16]2[CH:17]=[C:18]([N:23]3[CH2:28][CH2:27][O:26][CH2:25][CH2:24]3)[CH:19]=[C:20]([C:21]#[N:22])[C:15]=2[N:14]=[C:13]1[CH3:29].OO. Product: [Cl:3][C:4]1[C:9]([Cl:10])=[CH:8][CH:7]=[CH:6][C:5]=1[CH2:11][N:12]1[C:16]2[CH:17]=[C:18]([N:23]3[CH2:24][CH2:25][O:26][CH2:27][CH2:28]3)[CH:19]=[C:20]([C:21]([NH2:22])=[O:1])[C:15]=2[N:14]=[C:13]1[CH3:29]. The catalyst class is: 90. (5) Reactant: [Cl:1][C:2]1[CH:7]=[CH:6][CH:5]=[C:4]([N+:8]([O-:10])=[O:9])[C:3]=1Cl.[C:12]([O:16][C:17]([N:19]1[CH2:24][CH2:23][NH:22][CH2:21][CH2:20]1)=[O:18])([CH3:15])([CH3:14])[CH3:13].C([O-])([O-])=O.[K+].[K+]. Product: [C:12]([O:16][C:17]([N:19]1[CH2:24][CH2:23][N:22]([C:3]2[C:4]([N+:8]([O-:10])=[O:9])=[CH:5][CH:6]=[CH:7][C:2]=2[Cl:1])[CH2:21][CH2:20]1)=[O:18])([CH3:15])([CH3:13])[CH3:14]. The catalyst class is: 10.